This data is from Full USPTO retrosynthesis dataset with 1.9M reactions from patents (1976-2016). The task is: Predict the reactants needed to synthesize the given product. (1) Given the product [CH2:66]([O:68][C:69](=[O:94])[CH2:70][N:71]([CH3:72])[C:2]1[N:3]([C:18]2[CH:23]=[CH:22][CH:21]=[CH:20][CH:19]=2)[C:4](=[O:17])[C:5]2[C:10]([C:11]3[CH:16]=[CH:15][CH:14]=[CH:13][CH:12]=3)=[CH:9][S:8][C:6]=2[N:7]=1)[CH3:67], predict the reactants needed to synthesize it. The reactants are: Cl[C:2]1[N:3]([C:18]2[CH:23]=[CH:22][CH:21]=[CH:20][CH:19]=2)[C:4](=[O:17])[C:5]2[C:10]([C:11]3[CH:16]=[CH:15][CH:14]=[CH:13][CH:12]=3)=[CH:9][S:8][C:6]=2[N:7]=1.Cl.COC(=O)CN.C(N(CC)CC)C.COC(=O)CNC1N(C2C=CC=CC=2)C(=O)C2C(C3C=CC=CC=3)=CSC=2N=1.[CH2:66]([O:68][C:69](=[O:94])[CH2:70][NH:71][C:72]1N(C2C=CC=CC=2)C(=O)C2C(C3C=CC=CC=3)=CSC=2N=1)[CH3:67]. (2) Given the product [CH3:1][O:2][C:3]1[CH:8]=[C:7]([NH:9][C:10]2[CH:11]=[CH:12][C:13]([N:16]3[CH2:19][CH:18]([O:20][CH2:21][CH2:22][OH:23])[CH2:17]3)=[CH:14][CH:15]=2)[C:6]([N+:30]([O-:32])=[O:31])=[CH:5][N:4]=1, predict the reactants needed to synthesize it. The reactants are: [CH3:1][O:2][C:3]1[CH:8]=[C:7]([NH:9][C:10]2[CH:15]=[CH:14][C:13]([N:16]3[CH2:19][CH:18]([O:20][CH2:21][CH2:22][O:23]C4CCCCO4)[CH2:17]3)=[CH:12][CH:11]=2)[C:6]([N+:30]([O-:32])=[O:31])=[CH:5][N:4]=1.Cl.C(O)(C)C.C(=O)([O-])O.[Na+]. (3) Given the product [CH3:1][O:2][C:3]1[CH:4]=[C:5]2[C:10](=[CH:11][C:12]=1[O:13][CH3:14])[N:9]=[CH:8][CH:7]=[C:6]2[O:15][C:16]1[C:22]([CH3:23])=[CH:21][C:19]([NH:20][C:43](=[O:49])[O:44][CH2:45][CH2:56][CH2:55][O:54][C:53]2[CH:59]=[CH:60][CH:61]=[CH:62][C:52]=2[Cl:51])=[C:18]([CH3:24])[CH:17]=1, predict the reactants needed to synthesize it. The reactants are: [CH3:1][O:2][C:3]1[CH:4]=[C:5]2[C:10](=[CH:11][C:12]=1[O:13][CH3:14])[N:9]=[CH:8][CH:7]=[C:6]2[O:15][C:16]1[C:22]([CH3:23])=[CH:21][C:19]([NH2:20])=[C:18]([CH3:24])[CH:17]=1.C1(C)C=CC=CC=1.C(N(CC)CC)C.ClC(Cl)(O[C:43](=[O:49])[O:44][C:45](Cl)(Cl)Cl)Cl.[Cl:51][C:52]1[CH:62]=[CH:61][CH:60]=[CH:59][C:53]=1[O:54][CH2:55][CH2:56]CO. (4) The reactants are: [CH:1]([N:4]1[CH2:9][CH2:8][N:7]([C:10]([C:12]2[CH:13]=[C:14]3[C:18](=[CH:19][CH:20]=2)[NH:17][C:16]([C:21]([N:23]2[CH2:28][CH2:27][N:26]([C:29]([N:31]4[CH2:36][CH2:35][CH2:34][CH2:33][CH2:32]4)=[O:30])[CH2:25][CH2:24]2)=[O:22])=[CH:15]3)=[O:11])[CH2:6][CH2:5]1)([CH3:3])[CH3:2].[Cl:37][C:38]1[CH:39]=[C:40](B(O)O)[CH:41]=[CH:42][CH:43]=1. Given the product [Cl:37][C:38]1[CH:43]=[C:42]([N:17]2[C:18]3[C:14](=[CH:13][C:12]([C:10]([N:7]4[CH2:6][CH2:5][N:4]([CH:1]([CH3:3])[CH3:2])[CH2:9][CH2:8]4)=[O:11])=[CH:20][CH:19]=3)[CH:15]=[C:16]2[C:21]([N:23]2[CH2:24][CH2:25][N:26]([C:29]([N:31]3[CH2:36][CH2:35][CH2:34][CH2:33][CH2:32]3)=[O:30])[CH2:27][CH2:28]2)=[O:22])[CH:41]=[CH:40][CH:39]=1, predict the reactants needed to synthesize it. (5) Given the product [CH3:46][C:43]([O:42][C:40]([N:31]1[CH2:39][CH2:38][CH2:37][CH2:36][C@@H:32]1[C:33]([N:14]1[CH2:13][CH2:12][N:11]([C:1]([O:3][CH2:4][C:5]2[CH:6]=[CH:7][CH:8]=[CH:9][CH:10]=2)=[O:2])[CH2:16][CH2:15]1)=[O:34])=[O:41])([CH3:44])[CH3:45], predict the reactants needed to synthesize it. The reactants are: [C:1]([N:11]1[CH2:16][CH2:15][NH:14][CH2:13][CH2:12]1)([O:3][CH2:4][C:5]1[CH:10]=[CH:9][CH:8]=[CH:7][CH:6]=1)=[O:2].C(Cl)CCl.C1C=CC2N(O)N=NC=2C=1.[N:31]1([C:40]([O:42][C:43]([CH3:46])([CH3:45])[CH3:44])=[O:41])[CH2:39][CH2:38][CH2:37][CH2:36][C@@H:32]1[C:33](O)=[O:34].C(N(CC)CC)C. (6) Given the product [CH3:29][N:15]([C@H:12]1[CH2:11][CH2:10][C@H:9]([O:8][CH2:7][CH2:6][CH2:5][C:4](=[O:30])[CH3:32])[CH2:14][CH2:13]1)[S:16]([C:19]1[CH:24]=[CH:23][C:22]([C:25]([F:28])([F:27])[F:26])=[CH:21][CH:20]=1)(=[O:18])=[O:17], predict the reactants needed to synthesize it. The reactants are: CON(C)[C:4](=[O:30])[CH2:5][CH2:6][CH2:7][O:8][C@H:9]1[CH2:14][CH2:13][C@H:12]([N:15]([CH3:29])[S:16]([C:19]2[CH:24]=[CH:23][C:22]([C:25]([F:28])([F:27])[F:26])=[CH:21][CH:20]=2)(=[O:18])=[O:17])[CH2:11][CH2:10]1.[CH3:32][Mg]Br.[NH4+].[Cl-]. (7) Given the product [Cl:23][C:20]1[CH:21]=[CH:22][C:16]2[O:15][CH2:14][CH:13]([CH2:12][NH:27][CH2:24][CH2:25][CH3:26])[O:18][C:17]=2[CH:19]=1, predict the reactants needed to synthesize it. The reactants are: CC1C=CC(S(O[CH2:12][CH:13]2[O:18][C:17]3[CH:19]=[C:20]([Cl:23])[CH:21]=[CH:22][C:16]=3[O:15][CH2:14]2)(=O)=O)=CC=1.[CH2:24]([NH2:27])[CH2:25][CH3:26]. (8) Given the product [Cl:1][C:2]1[CH:28]=[CH:27][CH:26]=[CH:25][C:3]=1[CH2:4][N:5]1[C:13]2[C:8](=[CH:9][CH:10]=[CH:11][CH:12]=2)[C:7]([C:14]2[CH:19]=[C:18]([CH3:20])[C:17]([O:21][CH3:22])=[C:16]([CH3:23])[CH:15]=2)([C:40]2[CH:45]=[CH:44][C:43]([N+:46]([O-:48])=[O:47])=[CH:42][CH:41]=2)[C:6]1=[O:24], predict the reactants needed to synthesize it. The reactants are: [Cl:1][C:2]1[CH:28]=[CH:27][CH:26]=[CH:25][C:3]=1[CH2:4][N:5]1[C:13]2[C:8](=[CH:9][CH:10]=[CH:11][CH:12]=2)[CH:7]([C:14]2[CH:19]=[C:18]([CH3:20])[C:17]([O:21][CH3:22])=[C:16]([CH3:23])[CH:15]=2)[C:6]1=[O:24].C[Si]([N-][Si](C)(C)C)(C)C.[K+].F[C:40]1[CH:45]=[CH:44][C:43]([N+:46]([O-:48])=[O:47])=[CH:42][CH:41]=1.